Dataset: Full USPTO retrosynthesis dataset with 1.9M reactions from patents (1976-2016). Task: Predict the reactants needed to synthesize the given product. Given the product [CH2:15]([C:12]1[N:13]([CH3:14])[C:9]([C:1](=[O:8])[C:2]2[CH:3]=[CH:4][CH:5]=[CH:6][CH:7]=2)=[C:10]([CH3:21])[CH:11]=1)[CH3:16].[CH2:12]([CH2:15][C:16]([O-:18])=[O:17])[CH2:11][CH3:10], predict the reactants needed to synthesize it. The reactants are: [C:1]([C:9]1[N:13]([CH3:14])[C:12]([CH2:15][C:16]([O:18]CC)=[O:17])=[CH:11][C:10]=1[CH3:21])(=[O:8])[C:2]1[CH:7]=[CH:6][CH:5]=[CH:4][CH:3]=1.C(I)CC.